Predict the product of the given reaction. From a dataset of Forward reaction prediction with 1.9M reactions from USPTO patents (1976-2016). (1) Given the reactants [O:1]1[C:5]2([CH2:10][CH2:9][CH:8]([C:11]#[C:12][C:13]3[C:22]4[C:17](=[CH:18][CH:19]=[C:20]([O:23][CH3:24])[CH:21]=4)[N:16]=[CH:15][CH:14]=3)[CH2:7][CH2:6]2)[O:4][CH2:3][CH2:2]1, predict the reaction product. The product is: [O:4]1[C:5]2([CH2:6][CH2:7][CH:8]([CH2:11][CH2:12][C:13]3[C:22]4[C:17](=[CH:18][CH:19]=[C:20]([O:23][CH3:24])[CH:21]=4)[N:16]=[CH:15][CH:14]=3)[CH2:9][CH2:10]2)[O:1][CH2:2][CH2:3]1. (2) Given the reactants [Br:1][C:2]1[C:3]([O:29][CH3:30])=[C:4]([C:15]([NH:18][S:19]([C:22]2[CH:27]=[CH:26][CH:25]=[CH:24][C:23]=2[F:28])(=[O:21])=[O:20])=[CH:16][CH:17]=1)[C:5]([O:7]CC1C=CC=CC=1)=[O:6].[OH-].[Li+].O1CCOCC1.Cl, predict the reaction product. The product is: [Br:1][C:2]1[C:3]([O:29][CH3:30])=[C:4]([C:15]([NH:18][S:19]([C:22]2[CH:27]=[CH:26][CH:25]=[CH:24][C:23]=2[F:28])(=[O:21])=[O:20])=[CH:16][CH:17]=1)[C:5]([OH:7])=[O:6]. (3) Given the reactants [NH:1]1[CH2:7][CH2:6][CH2:5][C@@H:4]([NH:8][C:9](=[O:14])[C:10]([F:13])([F:12])[F:11])[CH2:3][CH2:2]1.C(OC(N[C@H]1CCCN(C(OC(C)(C)C)=O)CC1)=O)C1C=CC=CC=1, predict the reaction product. The product is: [NH:1]1[CH2:7][CH2:6][CH2:5][C@H:4]([NH:8][C:9](=[O:14])[C:10]([F:12])([F:11])[F:13])[CH2:3][CH2:2]1. (4) Given the reactants [C:1]([C:3]1[CH:4]=[C:5]([CH:15]=[CH:16][C:17]=1[F:18])[C:6]([N:8]([CH2:12][CH2:13][CH3:14])[CH2:9][CH2:10][CH3:11])=[O:7])#N.[OH2:19].S(=O)(=O)(O)[OH:21], predict the reaction product. The product is: [F:18][C:17]1[C:3]([C:1]([OH:21])=[O:19])=[CH:4][C:5]([C:6]([N:8]([CH2:12][CH2:13][CH3:14])[CH2:9][CH2:10][CH3:11])=[O:7])=[CH:15][CH:16]=1. (5) Given the reactants C(OC(N1C2C(=CC=C(CO)C=2)C=C1)=O)(C)(C)C.[C:19]([O:23][C:24]([N:26]1[C:34]2[C:29](=[C:30]([CH:35]=[O:36])[CH:31]=[CH:32][CH:33]=2)[CH:28]=[CH:27]1)=[O:25])([CH3:22])([CH3:21])[CH3:20], predict the reaction product. The product is: [C:19]([O:23][C:24]([N:26]1[C:34]2[C:29](=[C:30]([CH2:35][OH:36])[CH:31]=[CH:32][CH:33]=2)[CH:28]=[CH:27]1)=[O:25])([CH3:22])([CH3:20])[CH3:21].